Dataset: Catalyst prediction with 721,799 reactions and 888 catalyst types from USPTO. Task: Predict which catalyst facilitates the given reaction. (1) Reactant: [NH:1]1[CH2:6][CH2:5][NH:4][CH2:3][CH2:2]1.Cl[C:8]1[CH:20]=[CH:19][C:11]([CH2:12][NH:13][C:14]([CH:16]2[CH2:18][CH2:17]2)=[O:15])=[CH:10][C:9]=1[F:21].CC(C1C=C(C(C)C)C(C2C=CC=CC=2P(C2CCCCC2)C2CCCCC2)=C(C(C)C)C=1)C.CC(C)([O-])C.[Na+]. Product: [F:21][C:9]1[CH:10]=[C:11]([CH:19]=[CH:20][C:8]=1[N:1]1[CH2:6][CH2:5][NH:4][CH2:3][CH2:2]1)[CH2:12][NH:13][C:14]([CH:16]1[CH2:17][CH2:18]1)=[O:15]. The catalyst class is: 835. (2) Reactant: Cl[C:2]1[C:3]2[O:36][CH2:35][C:12]3([C:20]4[C:15](=[CH:16][CH:17]=[CH:18][CH:19]=4)[N:14](C(C4C=CC=CC=4)C4C=CC=CC=4)[C:13]3=[O:34])[C:4]=2[C:5]2[O:10][CH2:9][CH2:8][O:7][C:6]=2[CH:11]=1.C(OCC)(=O)C.[H][H]. Product: [NH:14]1[C:15]2[C:20](=[CH:19][CH:18]=[CH:17][CH:16]=2)[C:12]2([C:4]3[C:5]4[O:10][CH2:9][CH2:8][O:7][C:6]=4[CH:11]=[CH:2][C:3]=3[O:36][CH2:35]2)[C:13]1=[O:34]. The catalyst class is: 19. (3) Reactant: [C:1]([C:4]1[CH:5]=[C:6]([CH:31]=[CH:32][CH:33]=1)[O:7][CH2:8][C:9]1[N:13]([C:14]2[CH:19]=[CH:18][C:17]([C:20]([NH:22][CH2:23][CH3:24])=[O:21])=[CH:16][CH:15]=2)[N:12]=[N:11][C:10]=1[C:25]([NH:27][CH:28]1[CH2:30][CH2:29]1)=[O:26])(=O)[CH3:2].Cl.[NH2:35][OH:36].C([O-])(=O)C.[Na+].O. Product: [CH:28]1([NH:27][C:25]([C:10]2[N:11]=[N:12][N:13]([C:14]3[CH:19]=[CH:18][C:17]([C:20]([NH:22][CH2:23][CH3:24])=[O:21])=[CH:16][CH:15]=3)[C:9]=2[CH2:8][O:7][C:6]2[CH:31]=[CH:32][CH:33]=[C:4]([C:1](=[N:35][OH:36])[CH3:2])[CH:5]=2)=[O:26])[CH2:29][CH2:30]1. The catalyst class is: 8. (4) Reactant: I[CH2:2][CH2:3][C:4]1[CH:13]=[CH:12][C:7]([C:8]([O:10][CH3:11])=[O:9])=[CH:6][CH:5]=1.C(=O)([O-])[O-].[Na+].[Na+].Cl.Cl.[Cl:22][C:23]1[CH:24]=[C:25]([C:56]2[CH:61]=[CH:60][C:59]([C:62]([F:65])([F:64])[F:63])=[CH:58][CH:57]=2)[CH:26]=[CH:27][C:28]=1[CH2:29][O:30][C:31]1[CH:36]=[CH:35][C:34]([F:37])=[CH:33][C:32]=1[CH2:38][CH2:39][NH:40][CH:41]1[CH2:50][CH2:49][CH2:48][C:47]2[N:46]=[C:45]([C:51]([O:53][CH2:54][CH3:55])=[O:52])[CH:44]=[CH:43][C:42]1=2. Product: [Cl:22][C:23]1[CH:24]=[C:25]([C:56]2[CH:57]=[CH:58][C:59]([C:62]([F:64])([F:65])[F:63])=[CH:60][CH:61]=2)[CH:26]=[CH:27][C:28]=1[CH2:29][O:30][C:31]1[CH:36]=[CH:35][C:34]([F:37])=[CH:33][C:32]=1[CH2:38][CH2:39][N:40]([CH2:2][CH2:3][C:4]1[CH:13]=[CH:12][C:7]([C:8]([O:10][CH3:11])=[O:9])=[CH:6][CH:5]=1)[CH:41]1[CH2:50][CH2:49][CH2:48][C:47]2[N:46]=[C:45]([C:51]([O:53][CH2:54][CH3:55])=[O:52])[CH:44]=[CH:43][C:42]1=2. The catalyst class is: 10.